Dataset: Catalyst prediction with 721,799 reactions and 888 catalyst types from USPTO. Task: Predict which catalyst facilitates the given reaction. (1) Reactant: [Br:1][C:2]1[CH:3]=[C:4]([CH2:10][C:11]([OH:13])=O)[CH:5]=[CH:6][C:7]=1[O:8][CH3:9].C1N=CN(C(N2C=NC=C2)=O)C=1.Cl.[CH3:27][NH:28][O:29][CH3:30].CCN(CC)CC. Product: [Br:1][C:2]1[CH:3]=[C:4]([CH2:10][C:11]([N:28]([O:29][CH3:30])[CH3:27])=[O:13])[CH:5]=[CH:6][C:7]=1[O:8][CH3:9]. The catalyst class is: 2. (2) Reactant: [Cl:1][C:2]1[CH:10]=[C:9]2[C:5]([CH:6]=[N:7][NH:8]2)=[CH:4][C:3]=1[NH2:11].[Cl:12][C:13]1[CH:18]=[CH:17][C:16]([CH:19]2[CH2:24][C:23](=[O:25])[NH:22][C:21]([CH3:26])=[C:20]2[C:27](O)=[O:28])=[CH:15][CH:14]=1.C(Cl)CCl.CCN(CC)CC. Product: [Cl:1][C:2]1[CH:10]=[C:9]2[C:5]([CH:6]=[N:7][NH:8]2)=[CH:4][C:3]=1[NH:11][C:27]([C:20]1[CH:19]([C:16]2[CH:17]=[CH:18][C:13]([Cl:12])=[CH:14][CH:15]=2)[CH2:24][C:23](=[O:25])[NH:22][C:21]=1[CH3:26])=[O:28]. The catalyst class is: 861. (3) Reactant: [H-].[Al+3].[Li+].[H-].[H-].[H-].[NH2:7][S:8]([C:11]1[S:15][C:14](=[C:16]([C:22](=[O:36])[NH:23][C:24]2[CH:29]=[CH:28][C:27]([C:30]3[CH:35]=[CH:34][CH:33]=[CH:32][N:31]=3)=[CH:26][CH:25]=2)[C:17](OCC)=O)[NH:13][C:12]=1[CH3:37])(=[O:10])=[O:9]. Product: [NH2:7][S:8]([C:11]1[S:15][C:14]([CH:16]([CH3:17])[C:22]([NH:23][C:24]2[CH:25]=[CH:26][C:27]([C:30]3[CH:35]=[CH:34][CH:33]=[CH:32][N:31]=3)=[CH:28][CH:29]=2)=[O:36])=[N:13][C:12]=1[CH3:37])(=[O:9])=[O:10]. The catalyst class is: 7.